This data is from Catalyst prediction with 721,799 reactions and 888 catalyst types from USPTO. The task is: Predict which catalyst facilitates the given reaction. (1) Reactant: [F:1][C:2]1[C:7]2[NH:8][C:9]([C:11]3[S:12][CH:13]=[CH:14][CH:15]=3)=[N:10][C:6]=2[C:5]([C:16]([O:18]C)=[O:17])=[CH:4][CH:3]=1. Product: [F:1][C:2]1[C:7]2[NH:8][C:9]([C:11]3[S:12][CH:13]=[CH:14][CH:15]=3)=[N:10][C:6]=2[C:5]([C:16]([OH:18])=[O:17])=[CH:4][CH:3]=1. The catalyst class is: 74. (2) Product: [OH:31][CH:30]([C:6]1[N:2]([CH3:1])[CH:3]=[N:4][CH:5]=1)[C:29]1[CH:32]=[CH:33][C:26]([C:24]#[N:25])=[CH:27][CH:28]=1. Reactant: [CH3:1][N:2]1[CH:6]=[CH:5][N:4]=[C:3]1[Si](CC)(CC)CC.C([Li])(C)(C)C.CCCCC.[C:24]([C:26]1[CH:33]=[CH:32][C:29]([CH:30]=[O:31])=[CH:28][CH:27]=1)#[N:25].Cl.[OH-].[Na+]. The catalyst class is: 36. (3) Reactant: [C:1]([O:5][C:6](=[O:21])[NH:7][CH:8]([C:12]1[CH:17]=[CH:16][CH:15]=[C:14]([N+:18]([O-:20])=[O:19])[CH:13]=1)[CH2:9][CH2:10][OH:11])([CH3:4])([CH3:3])[CH3:2].C(N([CH2:27][CH3:28])CC)C.[C:29]1(C)[C:30]([S:35](Cl)(=[O:37])=[O:36])=[CH:31][CH:32]=C[CH:34]=1. Product: [C:1]([O:5][C:6]([NH:7][CH:8]([C:12]1[CH:17]=[CH:16][CH:15]=[C:14]([N+:18]([O-:20])=[O:19])[CH:13]=1)[CH2:9][CH2:10][O:11][S:35]([C:30]1[CH:31]=[CH:32][C:27]([CH3:28])=[CH:34][CH:29]=1)(=[O:37])=[O:36])=[O:21])([CH3:4])([CH3:2])[CH3:3]. The catalyst class is: 46. (4) Product: [ClH:48].[CH3:31][O:32][C:33]1[CH:40]=[C:39]([O:41][CH3:42])[CH:38]=[CH:37][C:34]=1[CH2:35][N:9]([CH2:8][CH:7]([C:1]1[CH:2]=[CH:3][CH:4]=[CH:5][CH:6]=1)[C:25]1[CH:26]=[CH:27][CH:28]=[CH:29][CH:30]=1)[CH2:10][CH2:11][C@@H:12]([CH3:24])[O:13][C:14]1[CH:15]=[C:16]([CH2:20][C:21]([OH:23])=[O:22])[CH:17]=[CH:18][CH:19]=1. Reactant: [C:1]1([CH:7]([C:25]2[CH:30]=[CH:29][CH:28]=[CH:27][CH:26]=2)[CH2:8][NH:9][CH2:10][CH2:11][C@@H:12]([CH3:24])[O:13][C:14]2[CH:15]=[C:16]([CH2:20][C:21]([OH:23])=[O:22])[CH:17]=[CH:18][CH:19]=2)[CH:6]=[CH:5][CH:4]=[CH:3][CH:2]=1.[CH3:31][O:32][C:33]1[CH:40]=[C:39]([O:41][CH3:42])[CH:38]=[CH:37][C:34]=1[CH:35]=O.COC(=O)C.[Cl:48]C1C(C(F)(F)F)=CC=CC=1C=O.Cl.CCOCC. The catalyst class is: 28. (5) Reactant: [N+:1]([C:4]1[CH:13]=[CH:12][CH:11]=[C:10]2[C:5]=1[CH:6]=[CH:7][N:8]=[C:9]2[N:14]1[CH2:19][CH2:18][CH2:17][CH2:16][CH2:15]1)([O-])=O. Product: [N:14]1([C:9]2[C:10]3[CH:11]=[CH:12][CH:13]=[C:4]([NH2:1])[C:5]=3[CH:6]=[CH:7][N:8]=2)[CH2:15][CH2:16][CH2:17][CH2:18][CH2:19]1. The catalyst class is: 541. (6) Reactant: [O:1]=[C:2]1[N:8]([CH:9]2[CH2:14][CH2:13][N:12]([C:15]([O:17][C@H:18]([CH2:40][C:41]3[CH:46]=[C:45]([CH3:47])[C:44]([OH:48])=[C:43]([CH3:49])[CH:42]=3)[C:19]([N:21]3[CH2:26][CH2:25][N:24]([CH:27]4[CH2:32][CH2:31][N:30](CC5C=CC=CC=5)[CH2:29][CH2:28]4)[CH2:23][CH2:22]3)=[O:20])=[O:16])[CH2:11][CH2:10]2)[CH2:7][CH2:6][C:5]2[CH:50]=[CH:51][CH:52]=[CH:53][C:4]=2[NH:3]1.[H][H]. Product: [O:1]=[C:2]1[N:8]([CH:9]2[CH2:14][CH2:13][N:12]([C:15]([O:17][C@H:18]([CH2:40][C:41]3[CH:46]=[C:45]([CH3:47])[C:44]([OH:48])=[C:43]([CH3:49])[CH:42]=3)[C:19](=[O:20])[N:21]3[CH2:22][CH2:23][N:24]([CH:27]4[CH2:32][CH2:31][NH:30][CH2:29][CH2:28]4)[CH2:25][CH2:26]3)=[O:16])[CH2:11][CH2:10]2)[CH2:7][CH2:6][C:5]2[CH:50]=[CH:51][CH:52]=[CH:53][C:4]=2[NH:3]1. The catalyst class is: 19. (7) Reactant: Cl.[CH3:2][N:3]1[CH2:8][CH2:7][C:6](=[O:9])[CH:5]([C:10]([OH:12])=[O:11])[CH2:4]1.[CH:13](N(C(C)C)CC)(C)C.[I-].[Na+].Cl.ClC[C:27]1[CH:28]=[N:29][CH:30]=[CH:31][CH:32]=1. Product: [O:9]=[C:6]1[CH2:7][CH2:8][N:3]([CH2:2][C:27]2[CH:28]=[N:29][CH:30]=[CH:31][CH:32]=2)[CH2:4][CH:5]1[C:10]([O:12][CH3:13])=[O:11]. The catalyst class is: 496.